This data is from Full USPTO retrosynthesis dataset with 1.9M reactions from patents (1976-2016). The task is: Predict the reactants needed to synthesize the given product. (1) Given the product [CH2:1]([O:8][C:9]1[CH:10]=[C:11]2[C:16](=[CH:17][C:18]=1[O:19][CH3:20])[CH:15](/[CH:21]=[CH:53]/[C:52]1[C:44]([CH3:43])=[CH:45][C:46]3[O:50][CH2:49][CH2:48][C:47]=3[CH:51]=1)[NH:14][CH2:13][CH2:12]2)[C:2]1[CH:7]=[CH:6][CH:5]=[CH:4][CH:3]=1, predict the reactants needed to synthesize it. The reactants are: [CH2:1]([O:8][C:9]1[CH:10]=[C:11]2[C:16](=[CH:17][C:18]=1[O:19][CH3:20])[CH:15]([CH2:21]S(C1N(C3C=CC=CC=3)N=NN=1)(=O)=O)[N:14](C(OC(C)(C)C)=O)[CH2:13][CH2:12]2)[C:2]1[CH:7]=[CH:6][CH:5]=[CH:4][CH:3]=1.[CH3:43][C:44]1[C:52]([CH:53]=O)=[CH:51][C:47]2[CH2:48][CH2:49][O:50][C:46]=2[CH:45]=1.C[Si]([N-][Si](C)(C)C)(C)C.[Li+]. (2) Given the product [CH3:1][O:2][C:3]1[CH:12]=[C:11]2[C:6]([C:7]([O:13][CH2:14][C:15]3[N:19]4[CH:20]=[C:21]([C:24]([NH2:25])=[O:27])[CH:22]=[CH:23][C:18]4=[N:17][N:16]=3)=[CH:8][CH:9]=[N:10]2)=[CH:5][CH:4]=1, predict the reactants needed to synthesize it. The reactants are: [CH3:1][O:2][C:3]1[CH:12]=[C:11]2[C:6]([C:7]([O:13][CH2:14][C:15]3[N:19]4[CH:20]=[C:21]([C:24]#[N:25])[CH:22]=[CH:23][C:18]4=[N:17][N:16]=3)=[CH:8][CH:9]=[N:10]2)=[CH:5][CH:4]=1.C(=O)(O)[O-:27].[Na+].